Dataset: Catalyst prediction with 721,799 reactions and 888 catalyst types from USPTO. Task: Predict which catalyst facilitates the given reaction. (1) Reactant: Br[C:2]1[CH:3]=[C:4]2[C:9](=[CH:10][CH:11]=1)[N:8]=[N:7][CH:6]=[C:5]2[NH:12][CH2:13][CH2:14][C:15]1[CH:20]=[CH:19][CH:18]=[CH:17][CH:16]=1.[Li+].C[Si]([N-][Si](C)(C)C)(C)C.[Li]CCCC.[Cl:36][C:37]1[CH:42]=[CH:41][C:40]([C:43]([C:45]2[CH:50]=[CH:49][C:48]([Cl:51])=[CH:47][CH:46]=2)=[O:44])=[CH:39][CH:38]=1. Product: [Cl:36][C:37]1[CH:42]=[CH:41][C:40]([C:43]([C:45]2[CH:50]=[CH:49][C:48]([Cl:51])=[CH:47][CH:46]=2)([C:2]2[CH:3]=[C:4]3[C:9](=[CH:10][CH:11]=2)[N:8]=[N:7][CH:6]=[C:5]3[NH:12][CH2:13][CH2:14][C:15]2[CH:20]=[CH:19][CH:18]=[CH:17][CH:16]=2)[OH:44])=[CH:39][CH:38]=1. The catalyst class is: 7. (2) Reactant: [N:1]1[CH:6]=[CH:5][CH:4]=[CH:3][C:2]=1[C:7](=[O:9])[CH3:8].[BH4-].[Na+]. Product: [N:1]1[CH:6]=[CH:5][CH:4]=[CH:3][C:2]=1[CH:7]([OH:9])[CH3:8]. The catalyst class is: 24. (3) Reactant: [CH3:1][O:2][C:3]1[C:8]2[C:9](=[O:15])[O:10][C:11]([NH:13][CH3:14])=[N:12][C:7]=2[CH:6]=[CH:5][CH:4]=1.[CH3:16][NH2:17]. Product: [CH3:1][O:2][C:3]1[CH:4]=[CH:5][CH:6]=[C:7]([NH:12][C:11]([NH:13][CH3:14])=[O:10])[C:8]=1[C:9]([NH:17][CH3:16])=[O:15]. The catalyst class is: 58. (4) Reactant: [CH2:1]([NH:8][C:9](=[O:14])[C@@H:10](Br)[CH2:11][OH:12])[C:2]1[CH:7]=[CH:6][CH:5]=[CH:4][CH:3]=1.[N-:15]=[N+:16]=[N-:17].[Na+].O.C([O-])(O)=O.[Na+]. Product: [N:15]([C@H:10]([CH2:11][OH:12])[C:9]([NH:8][CH2:1][C:2]1[CH:7]=[CH:6][CH:5]=[CH:4][CH:3]=1)=[O:14])=[N+:16]=[N-:17]. The catalyst class is: 9. (5) Reactant: Br[C:2]1[CH:3]=[CH:4][C:5]2[O:9][CH:8]=[CH:7][C:6]=2[CH:10]=1.II.CN([CH:16]=[O:17])C.Cl. Product: [CH:16]([C:2]1[CH:3]=[CH:4][C:5]2[O:9][CH:8]=[CH:7][C:6]=2[CH:10]=1)=[O:17]. The catalyst class is: 20. (6) Reactant: [NH2:1][C:2]1[C:3]([N:11]2[CH2:16][CH2:15][CH2:14][C@H:13]([NH:17][C:18](=[O:24])[O:19][C:20]([CH3:23])([CH3:22])[CH3:21])[CH2:12]2)=[C:4]2[CH2:10][CH2:9][CH2:8][C:5]2=[N:6][CH:7]=1.[F:25][C:26]1[CH:31]=[CH:30][CH:29]=[C:28]([F:32])[C:27]=1[C:33]1[N:38]=[C:37]([C:39](O)=[O:40])[CH:36]=[CH:35][C:34]=1[F:42].CN(C(ON1N=NC2C=CC=NC1=2)=[N+](C)C)C.F[P-](F)(F)(F)(F)F.CCN(C(C)C)C(C)C. Product: [F:25][C:26]1[CH:31]=[CH:30][CH:29]=[C:28]([F:32])[C:27]=1[C:33]1[N:38]=[C:37]([C:39]([NH:1][C:2]2[C:3]([N:11]3[CH2:16][CH2:15][CH2:14][C@H:13]([NH:17][C:18](=[O:24])[O:19][C:20]([CH3:21])([CH3:23])[CH3:22])[CH2:12]3)=[C:4]3[CH2:10][CH2:9][CH2:8][C:5]3=[N:6][CH:7]=2)=[O:40])[CH:36]=[CH:35][C:34]=1[F:42]. The catalyst class is: 3. (7) Reactant: [CH3:1][O:2][C:3]1[CH:47]=[CH:46][CH:45]=[CH:44][C:4]=1[CH2:5][O:6][CH2:7][CH2:8][CH2:9][O:10][C:11]1[CH:16]=[CH:15][C:14]([CH:17]2[CH2:22][CH2:21][N:20]([C:23]([O:25][C:26]([CH3:29])([CH3:28])[CH3:27])=[O:24])[CH2:19][CH:18]2[O:30][CH2:31][CH2:32]OS(C2C=CC(C)=CC=2)(=O)=O)=[CH:13][CH:12]=1.[NH:48]1[C:56]2[C:51](=[CH:52][CH:53]=[CH:54][CH:55]=2)[C:50]([CH2:57][CH2:58][NH:59][C:60](=[O:62])[CH3:61])=[CH:49]1.[H-].[Na+].C(=O)(O)[O-].[Na+]. Product: [C:60]([NH:59][CH2:58][CH2:57][C:50]1[C:51]2[C:56](=[CH:55][CH:54]=[CH:53][CH:52]=2)[N:48]([CH2:32][CH2:31][O:30][CH:18]2[CH:17]([C:14]3[CH:13]=[CH:12][C:11]([O:10][CH2:9][CH2:8][CH2:7][O:6][CH2:5][C:4]4[CH:44]=[CH:45][CH:46]=[CH:47][C:3]=4[O:2][CH3:1])=[CH:16][CH:15]=3)[CH2:22][CH2:21][N:20]([C:23]([O:25][C:26]([CH3:27])([CH3:29])[CH3:28])=[O:24])[CH2:19]2)[CH:49]=1)(=[O:62])[CH3:61]. The catalyst class is: 9.